This data is from NCI-60 drug combinations with 297,098 pairs across 59 cell lines. The task is: Regression. Given two drug SMILES strings and cell line genomic features, predict the synergy score measuring deviation from expected non-interaction effect. Drug 1: CC1C(C(=O)NC(C(=O)N2CCCC2C(=O)N(CC(=O)N(C(C(=O)O1)C(C)C)C)C)C(C)C)NC(=O)C3=C4C(=C(C=C3)C)OC5=C(C(=O)C(=C(C5=N4)C(=O)NC6C(OC(=O)C(N(C(=O)CN(C(=O)C7CCCN7C(=O)C(NC6=O)C(C)C)C)C)C(C)C)C)N)C. Drug 2: CC1=C(C=C(C=C1)NC(=O)C2=CC=C(C=C2)CN3CCN(CC3)C)NC4=NC=CC(=N4)C5=CN=CC=C5. Cell line: OVCAR-4. Synergy scores: CSS=0.140, Synergy_ZIP=0.984, Synergy_Bliss=2.47, Synergy_Loewe=2.08, Synergy_HSA=2.03.